From a dataset of Catalyst prediction with 721,799 reactions and 888 catalyst types from USPTO. Predict which catalyst facilitates the given reaction. (1) Reactant: [Br:1][C:2]1[C:7]([NH:8][S:9]([C:12]2[CH:17]=[CH:16][C:15]([C:18]([CH3:21])([CH3:20])[CH3:19])=[CH:14][CH:13]=2)(=[O:11])=[O:10])=[CH:6][C:5]([Cl:22])=[CH:4][N:3]=1.C([O-])([O-])=O.[K+].[K+].[CH3:29][O:30][CH2:31]Cl. Product: [Br:1][C:2]1[C:7]([N:8]([CH2:29][O:30][CH3:31])[S:9]([C:12]2[CH:17]=[CH:16][C:15]([C:18]([CH3:19])([CH3:21])[CH3:20])=[CH:14][CH:13]=2)(=[O:11])=[O:10])=[CH:6][C:5]([Cl:22])=[CH:4][N:3]=1. The catalyst class is: 1. (2) Reactant: [F:1][C:2]([F:32])([F:31])[CH2:3][O:4][C:5]1[C:14]([C:15]([O:17]CC)=[O:16])=[C:13]([C:20]([O:22]CC)=[O:21])[C:12]([O:25][CH2:26][C:27]([F:30])([F:29])[F:28])=[C:11]2[C:6]=1[CH:7]=[CH:8][CH:9]=[N:10]2.[OH-].[Na+].[NH4+].[Cl-].Cl. Product: [F:32][C:2]([F:1])([F:31])[CH2:3][O:4][C:5]1[C:14]([C:15]([OH:17])=[O:16])=[C:13]([C:20]([OH:22])=[O:21])[C:12]([O:25][CH2:26][C:27]([F:30])([F:29])[F:28])=[C:11]2[C:6]=1[CH:7]=[CH:8][CH:9]=[N:10]2. The catalyst class is: 92. (3) The catalyst class is: 9. Reactant: [C:1]([OH:9])(=O)[C:2]1[CH:7]=[CH:6][CH:5]=[N:4][CH:3]=1.C(N1C=CN=C1)(N1C=CN=C1)=O.[NH2:22][C:23]1[CH:24]=[C:25]([CH:29]2[C:38]([CH3:40])([CH3:39])[CH2:37][C:36]3[C:31](=[CH:32][CH:33]=[C:34]([C:41]([OH:43])=[O:42])[CH:35]=3)[NH:30]2)[CH:26]=[CH:27][CH:28]=1. Product: [CH3:39][C:38]1([CH3:40])[CH2:37][C:36]2[C:31](=[CH:32][CH:33]=[C:34]([C:41]([OH:43])=[O:42])[CH:35]=2)[NH:30][CH:29]1[C:25]1[CH:26]=[CH:27][CH:28]=[C:23]([NH:22][C:1]([C:2]2[CH:3]=[N:4][CH:5]=[CH:6][CH:7]=2)=[O:9])[CH:24]=1. (4) Reactant: [Cl:1][C:2]1[CH:7]=[CH:6][C:5]([N:8]=[C:9]=[O:10])=[CH:4][C:3]=1[C:11]([F:14])([F:13])[F:12].[CH3:15][NH:16][C:17]([C:19]1[CH:24]=[C:23]([O:25][C:26]2[CH:32]=[CH:31][C:29]([NH2:30])=[CH:28][CH:27]=2)[CH:22]=[CH:21][N:20]=1)=[O:18]. Product: [CH3:15][NH:16][C:17]([C:19]1[CH:24]=[C:23]([O:25][C:26]2[CH:27]=[CH:28][C:29]([NH:30][C:9]([NH:8][C:5]3[CH:6]=[CH:7][C:2]([Cl:1])=[C:3]([C:11]([F:12])([F:13])[F:14])[CH:4]=3)=[O:10])=[CH:31][CH:32]=2)[CH:22]=[CH:21][N:20]=1)=[O:18]. The catalyst class is: 4. (5) Reactant: [C:9](O[C:9]([O:11][C:12]([CH3:15])([CH3:14])[CH3:13])=[O:10])([O:11][C:12]([CH3:15])([CH3:14])[CH3:13])=[O:10].[Br:16][C:17]1[CH:18]=[CH:19][C:20]([F:42])=[C:21]([C@@:23]23[N:32]=[C:31]([NH:33][C:34](=[O:41])[C:35]4[CH:40]=[CH:39][CH:38]=[CH:37][CH:36]=4)[S:30][CH2:29][C@@H:28]2[CH2:27][CH2:26][O:25][CH2:24]3)[CH:22]=1. Product: [C:34]([N:33]([C:31]1[S:30][CH2:29][C@H:28]2[C@:23]([C:21]3[CH:22]=[C:17]([Br:16])[CH:18]=[CH:19][C:20]=3[F:42])([CH2:24][O:25][CH2:26][CH2:27]2)[N:32]=1)[C:9]([O:11][C:12]([CH3:13])([CH3:14])[CH3:15])=[O:10])(=[O:41])[C:35]1[CH:40]=[CH:39][CH:38]=[CH:37][CH:36]=1. The catalyst class is: 251.